Dataset: Forward reaction prediction with 1.9M reactions from USPTO patents (1976-2016). Task: Predict the product of the given reaction. (1) Given the reactants C(OC([N:8]1[CH2:12][CH2:11][S:10][CH:9]1[C:13]([OH:15])=O)=O)(C)(C)C.C1C=CC(/[C:22](/[C:25]2[CH:30]=[CH:29][C:28]([N+]([O-])=O)=[CH:27][CH:26]=2)=[N:23]/O)=CC=1.[C:34]([C:38]1[CH:43]=[CH:42][C:41]([S:44](Cl)(=[O:46])=[O:45])=[CH:40][CH:39]=1)([CH3:37])([CH3:36])[CH3:35].C(N)C1C=CC=CC=1, predict the reaction product. The product is: [CH2:22]([NH:23][C:13]([CH:9]1[N:8]([S:44]([C:41]2[CH:42]=[CH:43][C:38]([C:34]([CH3:37])([CH3:36])[CH3:35])=[CH:39][CH:40]=2)(=[O:46])=[O:45])[CH2:12][CH2:11][S:10]1)=[O:15])[C:25]1[CH:26]=[CH:27][CH:28]=[CH:29][CH:30]=1. (2) Given the reactants [NH2:1][C:2]1[CH:7]=[CH:6][CH:5]=[CH:4][C:3]=1[NH:8][C:9](=[O:28])[C:10]1[CH:15]=[CH:14][C:13]([CH2:16][NH:17][C:18](=[O:27])[C:19]2[CH:24]=[CH:23][CH:22]=[C:21](Br)[C:20]=2[CH3:26])=[CH:12][CH:11]=1.[C:29]1(B(O)O)[CH:34]=[CH:33][CH:32]=[CH:31][CH:30]=1.C(=O)(O)[O-].[Na+].C(OCC)(=O)C, predict the reaction product. The product is: [NH2:1][C:2]1[CH:7]=[CH:6][CH:5]=[CH:4][C:3]=1[NH:8][C:9](=[O:28])[C:10]1[CH:15]=[CH:14][C:13]([CH2:16][NH:17][C:18](=[O:27])[C:19]2[CH:24]=[CH:23][CH:22]=[C:21]([C:29]3[CH:34]=[CH:33][CH:32]=[CH:31][CH:30]=3)[C:20]=2[CH3:26])=[CH:12][CH:11]=1. (3) Given the reactants [N+](C(C)C)([O-])=[O:2].Br[CH2:8][C:9]1[CH:14]=[C:13]([CH3:15])[CH:12]=[C:11]([O:16][CH3:17])[CH:10]=1.CC[O-].[Na+], predict the reaction product. The product is: [CH3:17][O:16][C:11]1[CH:10]=[C:9]([CH:14]=[C:13]([CH3:15])[CH:12]=1)[CH:8]=[O:2]. (4) The product is: [CH3:1][N:2]1[CH:10]=[C:9]2[C:4]([CH:5]=[C:6]([NH:11][C:12]([C:14]3[CH:19]=[CH:18][CH:17]=[CH:16][C:15]=3[NH:20][CH2:21][C:22]3[CH:27]=[CH:26][N:25]=[C:24]([NH:28][C:29]([N:31]4[CH2:36][CH2:35][CH:34]([OH:37])[CH2:33][CH2:32]4)=[O:30])[CH:23]=3)=[O:13])[CH:7]=[CH:8]2)=[N:3]1. Given the reactants [CH3:1][N:2]1[CH:10]=[C:9]2[C:4]([CH:5]=[C:6]([NH:11][C:12]([C:14]3[CH:19]=[CH:18][CH:17]=[CH:16][C:15]=3[NH:20][CH2:21][C:22]3[CH:27]=[CH:26][N:25]=[C:24]([NH:28][C:29]([N:31]4[CH2:36][CH2:35][C:34](=[O:37])[CH2:33][CH2:32]4)=[O:30])[CH:23]=3)=[O:13])[CH:7]=[CH:8]2)=[N:3]1.[BH4-].[Na+], predict the reaction product. (5) Given the reactants [CH2:1]([O:5][C:6]1[CH:11]=[CH:10][C:9]([F:12])=[CH:8][C:7]=1[CH2:13][NH:14][C:15]([C:17]1[N:18]=[C:19]2[CH:24]=[C:23]([CH3:25])[C:22]([C@H:26]([O:31][C:32]([CH3:35])([CH3:34])[CH3:33])[C:27]([O:29][CH3:30])=[O:28])=[C:21]([N:36]3[CH2:41][CH2:40][C:39]([CH3:46])([O:42][CH2:43][CH:44]=C)[CH2:38][CH2:37]3)[N:20]2[CH:47]=1)=[O:16])[CH2:2][CH:3]=C, predict the reaction product. The product is: [C:32]([O:31][C@@H:26]([C:22]1[C:23]([CH3:25])=[CH:24][C:19]2=[N:18][C:17]3=[CH:47][N:20]2[C:21]=1[N:36]1[CH2:37][CH2:38][C:39]([CH3:46])([O:42][CH2:43][CH2:44][CH2:3][CH2:2][CH2:1][O:5][C:6]2[CH:11]=[CH:10][C:9]([F:12])=[CH:8][C:7]=2[CH2:13][NH:14][C:15]3=[O:16])[CH2:40][CH2:41]1)[C:27]([O:29][CH3:30])=[O:28])([CH3:35])([CH3:34])[CH3:33].